Regression. Given two drug SMILES strings and cell line genomic features, predict the synergy score measuring deviation from expected non-interaction effect. From a dataset of NCI-60 drug combinations with 297,098 pairs across 59 cell lines. (1) Drug 1: CC1C(C(=O)NC(C(=O)N2CCCC2C(=O)N(CC(=O)N(C(C(=O)O1)C(C)C)C)C)C(C)C)NC(=O)C3=C4C(=C(C=C3)C)OC5=C(C(=O)C(=C(C5=N4)C(=O)NC6C(OC(=O)C(N(C(=O)CN(C(=O)C7CCCN7C(=O)C(NC6=O)C(C)C)C)C)C(C)C)C)N)C. Drug 2: CS(=O)(=O)CCNCC1=CC=C(O1)C2=CC3=C(C=C2)N=CN=C3NC4=CC(=C(C=C4)OCC5=CC(=CC=C5)F)Cl. Cell line: IGROV1. Synergy scores: CSS=42.4, Synergy_ZIP=8.53, Synergy_Bliss=11.5, Synergy_Loewe=3.52, Synergy_HSA=6.31. (2) Drug 1: C1=C(C(=O)NC(=O)N1)N(CCCl)CCCl. Drug 2: C1CN(CCN1C(=O)CCBr)C(=O)CCBr. Cell line: NCI/ADR-RES. Synergy scores: CSS=35.4, Synergy_ZIP=-7.83, Synergy_Bliss=4.15, Synergy_Loewe=3.27, Synergy_HSA=6.42. (3) Drug 1: CC1=C(N=C(N=C1N)C(CC(=O)N)NCC(C(=O)N)N)C(=O)NC(C(C2=CN=CN2)OC3C(C(C(C(O3)CO)O)O)OC4C(C(C(C(O4)CO)O)OC(=O)N)O)C(=O)NC(C)C(C(C)C(=O)NC(C(C)O)C(=O)NCCC5=NC(=CS5)C6=NC(=CS6)C(=O)NCCC[S+](C)C)O. Drug 2: CC12CCC3C(C1CCC2O)C(CC4=C3C=CC(=C4)O)CCCCCCCCCS(=O)CCCC(C(F)(F)F)(F)F. Cell line: TK-10. Synergy scores: CSS=15.8, Synergy_ZIP=-17.4, Synergy_Bliss=-29.5, Synergy_Loewe=-28.8, Synergy_HSA=-27.1.